From a dataset of Full USPTO retrosynthesis dataset with 1.9M reactions from patents (1976-2016). Predict the reactants needed to synthesize the given product. (1) Given the product [F:1][C:2]1[CH:10]=[CH:9][C:5]([C:6]([O:8][CH3:13])=[O:7])=[C:4]([SH:11])[CH:3]=1, predict the reactants needed to synthesize it. The reactants are: [F:1][C:2]1[CH:10]=[CH:9][C:5]([C:6]([OH:8])=[O:7])=[C:4]([SH:11])[CH:3]=1.Cl.[CH3:13]O. (2) Given the product [CH3:12][O:11][C:3]1[CH:4]=[C:5]([N+:8]([O-:10])=[O:9])[CH:6]=[CH:7][C:2]=1[N:20]1[CH2:21][CH2:22][N:17]([CH:15]2[CH2:16][O:13][CH2:14]2)[CH2:18][CH2:19]1, predict the reactants needed to synthesize it. The reactants are: F[C:2]1[CH:7]=[CH:6][C:5]([N+:8]([O-:10])=[O:9])=[CH:4][C:3]=1[O:11][CH3:12].[O:13]1[CH2:16][CH:15]([N:17]2[CH2:22][CH2:21][NH:20][CH2:19][CH2:18]2)[CH2:14]1.C(=O)([O-])[O-].[K+].[K+]. (3) The reactants are: [ClH:1].[CH2:2]([C:4]1[C:12]2[C:7](=[N:8][C:9]([CH:14]3[CH2:19][CH2:18][NH:17][CH2:16][CH2:15]3)=[N:10][C:11]=2[OH:13])[N:6]([C:20]2[CH:25]=[CH:24][CH:23]=[CH:22][CH:21]=2)[N:5]=1)[CH3:3].C(OC([N:33]1[CH2:37][CH2:36][C:35](=O)[CH2:34]1)=O)(C)(C)C.Cl. Given the product [ClH:1].[CH2:2]([C:4]1[C:12]2[C:7](=[N:8][C:9]([CH:14]3[CH2:15][CH2:16][N:17]([CH:35]4[CH2:36][CH2:37][NH:33][CH2:34]4)[CH2:18][CH2:19]3)=[N:10][C:11]=2[OH:13])[N:6]([C:20]2[CH:25]=[CH:24][CH:23]=[CH:22][CH:21]=2)[N:5]=1)[CH3:3], predict the reactants needed to synthesize it. (4) Given the product [I:17][C:14]1[CH:15]=[C:16]2[C:11](=[CH:12][CH:13]=1)[O:10][CH2:9][CH2:8][C:7]2([CH3:18])[NH2:4], predict the reactants needed to synthesize it. The reactants are: [N-]=[N+]=[N-].[N:4]([C:7]1([CH3:18])[C:16]2[C:11](=[CH:12][CH:13]=[C:14]([I:17])[CH:15]=2)[O:10][CH2:9][CH2:8]1)=[N+]=[N-].CP(C)C.O. (5) Given the product [C:5]([O:4][C:3](=[O:9])[N:2]([CH:10]1[CH2:14][CH2:13][N:12]([C:23]2[CH:28]=[CH:27][C:26]([NH2:29])=[CH:25][N:24]=2)[CH2:11]1)[CH3:1])([CH3:8])([CH3:6])[CH3:7], predict the reactants needed to synthesize it. The reactants are: [CH3:1][N:2]([CH:10]1[CH2:14][CH2:13][NH:12][CH2:11]1)[C:3](=[O:9])[O:4][C:5]([CH3:8])([CH3:7])[CH3:6].C(N(CC)CC)C.Cl[C:23]1[CH:28]=[CH:27][C:26]([N+:29]([O-])=O)=[CH:25][N:24]=1. (6) Given the product [Cl:9][C:10]1[CH:11]=[CH:12][C:13]([C:16]2[CH:21]=[CH:20][CH:19]=[CH:18][C:17]=2[NH2:22])=[CH:14][CH:15]=1, predict the reactants needed to synthesize it. The reactants are: C1(C)C(C)=CC=CC=1.[Cl:9][C:10]1[CH:15]=[CH:14][C:13]([C:16]2[CH:21]=[CH:20][CH:19]=[CH:18][C:17]=2[N+:22]([O-])=O)=[CH:12][CH:11]=1. (7) Given the product [CH3:16][O:15][C:10]1[CH:11]=[CH:12][CH:13]=[CH:14][C:9]=1[CH2:8][C:5]1[CH:6]=[CH:7][C:2]2[NH:1][C:20]3[CH:21]=[N:22][N:23]([CH3:24])[C:19]=3[C:17](=[O:18])[C:3]=2[CH:4]=1, predict the reactants needed to synthesize it. The reactants are: [NH2:1][C:2]1[CH:7]=[CH:6][C:5]([CH2:8][C:9]2[CH:14]=[CH:13][CH:12]=[CH:11][C:10]=2[O:15][CH3:16])=[CH:4][C:3]=1[C:17]([C:19]1[N:23]([CH3:24])[N:22]=[CH:21][C:20]=1I)=[O:18].NC1C=CC(CC2C=CC(Cl)=CC=2)=CC=1C(C1N(C)N=CC=1I)=O.